This data is from Catalyst prediction with 721,799 reactions and 888 catalyst types from USPTO. The task is: Predict which catalyst facilitates the given reaction. (1) Reactant: [CH3:1][C:2]([C:12]1[C:20]2[O:19][CH2:18][CH2:17][C:16]=2[CH:15]=[C:14]([S:21]([CH3:24])(=[O:23])=[O:22])[CH:13]=1)([CH3:11])[CH2:3][C:4]1([C:7]([F:10])([F:9])[F:8])[CH2:6][O:5]1.[NH:25]1[C:33]2[CH2:32][CH2:31][CH2:30][C:29](=[O:34])[C:28]=2[CH:27]=[CH:26]1.[O-]CC.[Na+]. Product: [OH:5][C:4]([C:7]([F:9])([F:8])[F:10])([CH2:3][C:2]([C:12]1[C:20]2[O:19][CH2:18][CH2:17][C:16]=2[CH:15]=[C:14]([S:21]([CH3:24])(=[O:23])=[O:22])[CH:13]=1)([CH3:11])[CH3:1])[CH2:6][N:25]1[C:33]2[CH2:32][CH2:31][CH2:30][C:29](=[O:34])[C:28]=2[CH:27]=[CH:26]1. The catalyst class is: 162. (2) Reactant: [C:1]([N:8]([CH2:19][CH2:20][CH2:21][CH2:22][NH:23][C:24]([C:26]1[N:27]([CH:47]([CH3:49])[CH3:48])[C:28]([C:41]2[CH:46]=[CH:45][CH:44]=[CH:43][CH:42]=2)=[C:29]([C:35]2[CH:40]=[CH:39][CH:38]=[CH:37][CH:36]=2)[C:30]=1[C:31]([O:33]C)=[O:32])=[O:25])[C:9]([NH:11]C(OC(C)(C)C)=O)=[NH:10])([O:3][C:4]([CH3:7])([CH3:6])[CH3:5])=[O:2].[OH-].[Na+]. Product: [C:1]([N:8]([CH2:19][CH2:20][CH2:21][CH2:22][NH:23][C:24]([C:26]1[N:27]([CH:47]([CH3:49])[CH3:48])[C:28]([C:41]2[CH:42]=[CH:43][CH:44]=[CH:45][CH:46]=2)=[C:29]([C:35]2[CH:40]=[CH:39][CH:38]=[CH:37][CH:36]=2)[C:30]=1[C:31]([OH:33])=[O:32])=[O:25])[C:9]([NH2:11])=[NH:10])([O:3][C:4]([CH3:5])([CH3:7])[CH3:6])=[O:2]. The catalyst class is: 5. (3) Reactant: C[O:2][C:3](=[O:30])[CH:4]=[CH:5][C:6]1[CH:11]=[CH:10][C:9]([CH:12]2[C:21]3[C:16](=[CH:17][C:18]([O:22][CH3:23])=[CH:19][CH:20]=3)[CH2:15][CH2:14][CH:13]2[C:24]2[CH:29]=[CH:28][CH:27]=[CH:26][CH:25]=2)=[CH:8][CH:7]=1. Product: [CH3:23][O:22][C:18]1[CH:17]=[C:16]2[C:21](=[CH:20][CH:19]=1)[CH:12]([C:9]1[CH:10]=[CH:11][C:6]([CH:5]=[CH:4][C:3]([OH:30])=[O:2])=[CH:7][CH:8]=1)[CH:13]([C:24]1[CH:25]=[CH:26][CH:27]=[CH:28][CH:29]=1)[CH2:14][CH2:15]2. The catalyst class is: 23. (4) Reactant: [Cl:1][C:2]1[CH:3]=[CH:4][C:5]2[C:6]3[C:11]([CH:12]([CH3:25])[N:13]([C:16]([C:18]4[CH:23]=[CH:22][C:21]([OH:24])=[CH:20][CH:19]=4)=[O:17])[C:14]=2[CH:15]=1)=[CH:10][CH:9]=[CH:8][CH:7]=3. Product: [Cl:1][C:2]1[CH:3]=[CH:4][C:5]2[C:6]3[C:11]([C@H:12]([CH3:25])[N:13]([C:16]([C:18]4[CH:19]=[CH:20][C:21]([OH:24])=[CH:22][CH:23]=4)=[O:17])[C:14]=2[CH:15]=1)=[CH:10][CH:9]=[CH:8][CH:7]=3. The catalyst class is: 22. (5) Reactant: [C:1]([C:4]1[CH:9]=[CH:8][N:7]=[C:6]([O:10][C:11]2[CH:12]=[C:13]([CH3:27])[C:14]3[CH:18]([CH2:19][C:20]([O:22]CC)=[O:21])[O:17][B:16]([OH:25])[C:15]=3[CH:26]=2)[CH:5]=1)(=[NH:3])[NH2:2]. Product: [C:1]([C:4]1[CH:9]=[CH:8][N:7]=[C:6]([O:10][C:11]2[CH:12]=[C:13]([CH3:27])[C:14]3[CH:18]([CH2:19][C:20]([OH:22])=[O:21])[O:17][B:16]([OH:25])[C:15]=3[CH:26]=2)[CH:5]=1)(=[NH:2])[NH2:3]. The catalyst class is: 74. (6) Reactant: [N+:1]([C:4]1[C:5](/[CH:14]=[N:15]/[S:16]([C:18]([CH3:21])([CH3:20])[CH3:19])=[O:17])=[CH:6][CH:7]=[C:8]2[C:13]=1[N:12]=[CH:11][CH:10]=[CH:9]2)([O-:3])=[O:2].[BH4-].[Na+]. Product: [N+:1]([C:4]1[C:5]([CH2:14][NH:15][S:16]([C:18]([CH3:21])([CH3:20])[CH3:19])=[O:17])=[CH:6][CH:7]=[C:8]2[C:13]=1[N:12]=[CH:11][CH:10]=[CH:9]2)([O-:3])=[O:2]. The catalyst class is: 5.